Predict the reactants needed to synthesize the given product. From a dataset of Full USPTO retrosynthesis dataset with 1.9M reactions from patents (1976-2016). (1) Given the product [C:34]([C:36]1[CH:37]=[CH:38][C:39]([CH2:42][C:43]([NH:45][C:22]2[CH:21]=[C:20]([C:18]3[N:19]=[C:14]([N:11]4[CH2:12][CH2:13][NH:8][CH2:9][CH2:10]4)[C:15]4[C:30]([CH:31]5[CH2:32][CH2:33]5)=[CH:29][N:28]=[CH:27][C:16]=4[N:17]=3)[CH:25]=[CH:24][N:23]=2)=[O:44])=[CH:40][CH:41]=1)#[N:35], predict the reactants needed to synthesize it. The reactants are: C(OC([N:8]1[CH2:13][CH2:12][N:11]([C:14]2[C:15]3[C:30]([CH:31]4[CH2:33][CH2:32]4)=[CH:29][N:28]=[CH:27][C:16]=3[N:17]=[C:18]([C:20]3[CH:25]=[CH:24][N:23]=[C:22](Cl)[CH:21]=3)[N:19]=2)[CH2:10][CH2:9]1)=O)(C)(C)C.[C:34]([C:36]1[CH:41]=[CH:40][C:39]([CH2:42][C:43]([NH2:45])=[O:44])=[CH:38][CH:37]=1)#[N:35]. (2) The reactants are: I[C:2]1[CH:7]=[CH:6][N:5]=[C:4]([CH3:8])[CH:3]=1.B1(B2OC(C)(C)C(C)(C)O2)OC(C)(C)C(C)(C)O1.C([O-])(=O)C.[K+].C(=O)([O-])[O-].[Na+].[Na+].[F:38][C:39]([F:70])([F:69])[C:40]1[CH:41]=[C:42]([CH:62]=[C:63]([C:65]([F:68])([F:67])[F:66])[CH:64]=1)[CH2:43][N:44]([CH3:61])[C:45](=[O:60])[C:46]1[C:51]([C:52]2[CH:57]=[CH:56][CH:55]=[CH:54][C:53]=2[CH3:58])=[CH:50][C:49](I)=[N:48][CH:47]=1. Given the product [F:38][C:39]([F:70])([F:69])[C:40]1[CH:41]=[C:42]([CH:62]=[C:63]([C:65]([F:68])([F:67])[F:66])[CH:64]=1)[CH2:43][N:44]([CH3:61])[C:45]([C:46]1[C:51]([C:52]2[CH:57]=[CH:56][CH:55]=[CH:54][C:53]=2[CH3:58])=[CH:50][C:49]([C:2]2[CH:7]=[CH:6][N:5]=[C:4]([CH3:8])[CH:3]=2)=[N:48][CH:47]=1)=[O:60], predict the reactants needed to synthesize it. (3) Given the product [C:11]([O:10][C:8]([N:3]1[CH2:4][CH:5]([O:7][C:41]2[CH:40]=[CH:39][C:38]([F:37])=[CH:43][C:42]=2[F:44])[CH2:6][CH:2]1[C:15]([O:17][CH3:18])=[O:16])=[O:9])([CH3:12])([CH3:13])[CH3:14], predict the reactants needed to synthesize it. The reactants are: C[C@@:2]1([C:15]([OH:17])=[O:16])[CH2:6][CH:5]([OH:7])[CH2:4][N:3]1[C:8]([O:10][C:11]([CH3:14])([CH3:13])[CH3:12])=[O:9].[CH:18]1C=CC(P(C2C=CC=CC=2)C2C=CC=CC=2)=CC=1.[F:37][C:38]1[CH:43]=[C:42]([F:44])[CH:41]=[CH:40][C:39]=1O.CC(OC(/N=N/C(OC(C)C)=O)=O)C.